Dataset: Catalyst prediction with 721,799 reactions and 888 catalyst types from USPTO. Task: Predict which catalyst facilitates the given reaction. Reactant: C(=O)([O-])[O-].[K+].[K+].[OH:7][C:8]1[CH:9]=[C:10]([CH:13]=[CH:14][C:15]=1[O:16][CH3:17])[CH2:11][OH:12].Br[CH:19]([CH3:21])[CH3:20]. Product: [CH:19]([O:7][C:8]1[CH:9]=[C:10]([CH2:11][OH:12])[CH:13]=[CH:14][C:15]=1[O:16][CH3:17])([CH3:21])[CH3:20]. The catalyst class is: 3.